The task is: Predict the reactants needed to synthesize the given product.. This data is from Full USPTO retrosynthesis dataset with 1.9M reactions from patents (1976-2016). (1) Given the product [F:21][C:20]([F:23])([F:22])[C:15]1[CH:16]=[CH:17][CH:18]=[CH:19][C:14]=1[O:13][CH:10]1[CH2:11][CH2:12][N:7]([C:5]2[S:6][C:2]([N:24]3[CH2:28][CH2:27][CH2:26][C:25]3=[O:29])=[CH:3][N:4]=2)[CH2:8][CH2:9]1, predict the reactants needed to synthesize it. The reactants are: Br[C:2]1[S:6][C:5]([N:7]2[CH2:12][CH2:11][CH:10]([O:13][C:14]3[CH:19]=[CH:18][CH:17]=[CH:16][C:15]=3[C:20]([F:23])([F:22])[F:21])[CH2:9][CH2:8]2)=[N:4][CH:3]=1.[NH:24]1[CH2:28][CH2:27][CH2:26][C:25]1=[O:29].P([O-])([O-])([O-])=O.[K+].[K+].[K+]. (2) Given the product [F:23][C:19]1[C:18]([O:24][CH3:25])=[C:17]([C:13]2[CH:14]=[CH:15][CH:16]=[C:11]([N:9]3[CH:10]=[C:6]([C:4]([C:28]4[CH:33]=[CH:32][C:31]([F:34])=[CH:30][CH:29]=4)=[O:5])[N:7]=[CH:8]3)[CH:12]=2)[CH:22]=[CH:21][CH:20]=1, predict the reactants needed to synthesize it. The reactants are: CON(C)[C:4]([C:6]1[N:7]=[CH:8][N:9]([C:11]2[CH:12]=[C:13]([C:17]3[CH:22]=[CH:21][CH:20]=[C:19]([F:23])[C:18]=3[O:24][CH3:25])[CH:14]=[CH:15][CH:16]=2)[CH:10]=1)=[O:5].Br[C:28]1[CH:33]=[CH:32][C:31]([F:34])=[CH:30][CH:29]=1. (3) Given the product [CH2:1]([O:3][C:4]([N:6]1[CH:15]=[CH:14][C:13]2[C:8](=[CH:9][C:10]([O:17][CH3:18])=[C:11]([O:16][CH:34]3[CH2:38][CH2:37][CH2:36][CH2:35]3)[CH:12]=2)[CH:7]1[CH2:19][C:20]1[CH:25]=[CH:24][CH:23]=[C:22]([O:26][CH3:27])[CH:21]=1)=[O:5])[CH3:2], predict the reactants needed to synthesize it. The reactants are: [CH2:1]([O:3][C:4]([N:6]1[CH:15]=[CH:14][C:13]2[C:8](=[CH:9][C:10]([O:17][CH3:18])=[C:11]([OH:16])[CH:12]=2)[CH:7]1[CH2:19][C:20]1[CH:25]=[CH:24][CH:23]=[C:22]([O:26][CH3:27])[CH:21]=1)=[O:5])[CH3:2].C(=O)([O-])[O-].[K+].[K+].[CH:34]1(I)[CH2:38][CH2:37][CH2:36][CH2:35]1.C(OCC)(=O)C.CCCCCC. (4) Given the product [Cl:8][C:7]1[C:6]([N:23]2[CH2:24][CH2:25][CH:20]([C:14]3[N:13]=[C:12]([O:11][CH3:10])[CH:17]=[C:16]([O:18][CH3:19])[N:15]=3)[CH2:21][CH2:22]2)=[CH:5][N:4]=[N:3][C:2]=1[NH:32][NH2:33], predict the reactants needed to synthesize it. The reactants are: Cl[C:2]1[N:3]=[N:4][CH:5]=[C:6](Cl)[C:7]=1[Cl:8].[CH3:10][O:11][C:12]1[CH:17]=[C:16]([O:18][CH3:19])[N:15]=[C:14]([CH:20]2[CH2:25][CH2:24][NH:23][CH2:22][CH2:21]2)[N:13]=1.C(=O)([O-])[O-].[K+].[K+].[NH2:32][NH2:33].